This data is from Full USPTO retrosynthesis dataset with 1.9M reactions from patents (1976-2016). The task is: Predict the reactants needed to synthesize the given product. (1) The reactants are: I[C:2]1[CH:3]=[N:4][N:5]2[CH2:10][CH2:9][N:8]([C:11]([O:13][C:14]([CH3:17])([CH3:16])[CH3:15])=[O:12])[CH2:7][C:6]=12.C([Mg]Cl)(C)C.C(O[B:27]1[O:31][C:30]([CH3:33])([CH3:32])[C:29]([CH3:35])([CH3:34])[O:28]1)(C)C. Given the product [CH3:34][C:29]1([CH3:35])[C:30]([CH3:33])([CH3:32])[O:31][B:27]([C:2]2[CH:3]=[N:4][N:5]3[CH2:10][CH2:9][N:8]([C:11]([O:13][C:14]([CH3:17])([CH3:16])[CH3:15])=[O:12])[CH2:7][C:6]=23)[O:28]1, predict the reactants needed to synthesize it. (2) Given the product [C:30]([C:2]1[N:11]=[C:10]([NH:12][CH2:13][C:14]2[CH:19]=[CH:18][CH:17]=[CH:16][N:15]=2)[C:9]2[C:4](=[CH:5][CH:6]=[CH:7][C:8]=2[C:20]2[CH:25]=[CH:24][CH:23]=[CH:22][CH:21]=2)[N:3]=1)#[CH:31], predict the reactants needed to synthesize it. The reactants are: Cl[C:2]1[N:11]=[C:10]([NH:12][CH2:13][C:14]2[CH:19]=[CH:18][CH:17]=[CH:16][N:15]=2)[C:9]2[C:4](=[CH:5][CH:6]=[CH:7][C:8]=2[C:20]2[CH:25]=[CH:24][CH:23]=[CH:22][CH:21]=2)[N:3]=1.C[Si]([C:30]#[CH:31])(C)C.CCN(CC)CC. (3) Given the product [C:9]([C:11]1[C:16]2[N:17]=[C:18]([C:20]([NH:22][CH3:23])=[O:21])[O:19][C:15]=2[C:14]([N:5]2[CH2:6][CH2:7][C@H:3]([N:2]([CH3:8])[CH3:1])[CH2:4]2)=[C:13]([C:25]2[CH:30]=[CH:29][CH:28]=[CH:27][CH:26]=2)[C:12]=1[CH3:31])#[N:10], predict the reactants needed to synthesize it. The reactants are: [CH3:1][N:2]([CH3:8])[C@H:3]1[CH2:7][CH2:6][NH:5][CH2:4]1.[C:9]([C:11]1[C:16]2[N:17]=[C:18]([C:20]([NH:22][CH3:23])=[O:21])[O:19][C:15]=2[C:14](F)=[C:13]([C:25]2[CH:30]=[CH:29][CH:28]=[CH:27][CH:26]=2)[C:12]=1[CH3:31])#[N:10].C(N(CC)CC)C. (4) Given the product [C:1]([O:5][C:6](=[O:7])[N:8]([C@H:9]([C:19]1[O:20][CH:21]=[CH:22][CH:23]=1)[C@H:10]([CH3:18])[CH2:11][O:12][CH2:13][CH2:14][OH:15])[CH3:24])([CH3:2])([CH3:3])[CH3:4], predict the reactants needed to synthesize it. The reactants are: [C:1]([O:5][C:6]([N:8]([CH3:24])[C@H:9]([C:19]1[O:20][CH:21]=[CH:22][CH:23]=1)[C@H:10]([CH3:18])[CH2:11][O:12][CH2:13][C:14](OC)=[O:15])=[O:7])([CH3:4])([CH3:3])[CH3:2].[BH4-].[Na+]. (5) The reactants are: O[CH2:2][C:3]1[CH:8]=[CH:7][N:6]=[C:5]([NH:9][C:10]2[S:11][C:12]3[CH:18]=[C:17]([C:19]4[CH:24]=[CH:23][N:22]=[CH:21][CH:20]=4)[CH:16]=[CH:15][C:13]=3[N:14]=2)[CH:4]=1.O=P(Cl)(Cl)[Cl:27]. Given the product [Cl:27][CH2:2][C:3]1[CH:8]=[CH:7][N:6]=[C:5]([NH:9][C:10]2[S:11][C:12]3[CH:18]=[C:17]([C:19]4[CH:24]=[CH:23][N:22]=[CH:21][CH:20]=4)[CH:16]=[CH:15][C:13]=3[N:14]=2)[CH:4]=1, predict the reactants needed to synthesize it.